This data is from Peptide-MHC class I binding affinity with 185,985 pairs from IEDB/IMGT. The task is: Regression. Given a peptide amino acid sequence and an MHC pseudo amino acid sequence, predict their binding affinity value. This is MHC class I binding data. The peptide sequence is AGFAAGLTY. The binding affinity (normalized) is 0.0239. The MHC is HLA-A01:01 with pseudo-sequence HLA-A01:01.